Dataset: Full USPTO retrosynthesis dataset with 1.9M reactions from patents (1976-2016). Task: Predict the reactants needed to synthesize the given product. (1) Given the product [NH2:29][C:26]1[CH:27]=[CH:28][C:23]([C:22]([F:21])([F:31])[F:32])=[CH:24][C:25]=1[NH:30][C:12]([CH:9]1[CH2:10][CH2:11][C:5]2([CH2:4][N:3]([C:15]3[CH:16]=[CH:17][CH:18]=[CH:19][CH:20]=3)[C:2](=[O:1])[CH2:6]2)[CH2:7][CH2:8]1)=[O:14], predict the reactants needed to synthesize it. The reactants are: [O:1]=[C:2]1[CH2:6][C:5]2([CH2:11][CH2:10][CH:9]([C:12]([OH:14])=O)[CH2:8][CH2:7]2)[CH2:4][N:3]1[C:15]1[CH:20]=[CH:19][CH:18]=[CH:17][CH:16]=1.[F:21][C:22]([F:32])([F:31])[C:23]1[CH:28]=[CH:27][C:26]([NH2:29])=[C:25]([NH2:30])[CH:24]=1.CCN=C=NCCCN(C)C. (2) Given the product [NH2:37][C:27]1[N:29]=[CH:23][C:24](/[CH:7]=[CH:6]/[C:5]([N:21]([CH3:22])[CH2:20][C:13]2[C:14]3[C:19](=[CH:18][CH:17]=[CH:16][CH:15]=3)[N:11]([CH3:10])[CH:12]=2)=[O:9])=[CH:25][CH:26]=1, predict the reactants needed to synthesize it. The reactants are: C(Cl)CCl.[C:5]([OH:9])(=O)[CH:6]=[CH2:7].[CH3:10][N:11]1[C:19]2[C:14](=[CH:15][CH:16]=[CH:17][CH:18]=2)[C:13]([CH2:20][NH:21][CH3:22])=[CH:12]1.[CH:23]1[CH:24]=[CH:25][C:26]2N(O)N=[N:29][C:27]=2C=1.O.C([N:37](C(C)C)CC)(C)C.